Dataset: Reaction yield outcomes from USPTO patents with 853,638 reactions. Task: Predict the reaction yield, written as a fraction of the theoretical maximum amount of product (1.0 means a 100% yield; for example, 0.34 means a 34% yield). The yield is 0.790. The reactants are Cl[C:2]1[N:7]=[CH:6][C:5]([C:8]([O:10][CH3:11])=[O:9])=[CH:4][N:3]=1.[CH3:12][CH:13]([N:15]1[CH2:21][CH2:20][CH2:19][NH:18][CH2:17][CH2:16]1)[CH3:14].C(N(C(C)C)C(C)C)C. The catalyst is ClCCl. The product is [CH3:12][CH:13]([N:15]1[CH2:21][CH2:20][CH2:19][N:18]([C:2]2[N:7]=[CH:6][C:5]([C:8]([O:10][CH3:11])=[O:9])=[CH:4][N:3]=2)[CH2:17][CH2:16]1)[CH3:14].